Dataset: NCI-60 drug combinations with 297,098 pairs across 59 cell lines. Task: Regression. Given two drug SMILES strings and cell line genomic features, predict the synergy score measuring deviation from expected non-interaction effect. (1) Drug 1: CC1=C(C=C(C=C1)NC2=NC=CC(=N2)N(C)C3=CC4=NN(C(=C4C=C3)C)C)S(=O)(=O)N.Cl. Drug 2: C1=NC2=C(N1)C(=S)N=CN2. Cell line: OVCAR-8. Synergy scores: CSS=-1.77, Synergy_ZIP=-9.82, Synergy_Bliss=-25.1, Synergy_Loewe=-36.7, Synergy_HSA=-24.9. (2) Drug 1: C1CN1C2=NC(=NC(=N2)N3CC3)N4CC4. Drug 2: C1CC(=O)NC(=O)C1N2C(=O)C3=CC=CC=C3C2=O. Cell line: MDA-MB-231. Synergy scores: CSS=12.3, Synergy_ZIP=-5.20, Synergy_Bliss=3.59, Synergy_Loewe=-9.60, Synergy_HSA=1.81. (3) Drug 1: C1=NC(=NC(=O)N1C2C(C(C(O2)CO)O)O)N. Drug 2: CN(CCCl)CCCl.Cl. Cell line: HOP-62. Synergy scores: CSS=32.2, Synergy_ZIP=11.8, Synergy_Bliss=17.0, Synergy_Loewe=1.72, Synergy_HSA=9.74. (4) Drug 1: CC1=C2C(C(=O)C3(C(CC4C(C3C(C(C2(C)C)(CC1OC(=O)C(C(C5=CC=CC=C5)NC(=O)OC(C)(C)C)O)O)OC(=O)C6=CC=CC=C6)(CO4)OC(=O)C)O)C)O. Drug 2: CCN(CC)CCNC(=O)C1=C(NC(=C1C)C=C2C3=C(C=CC(=C3)F)NC2=O)C. Cell line: SK-MEL-5. Synergy scores: CSS=4.57, Synergy_ZIP=8.79, Synergy_Bliss=7.79, Synergy_Loewe=4.50, Synergy_HSA=6.23. (5) Drug 1: C1=CC(=CC=C1CCC2=CNC3=C2C(=O)NC(=N3)N)C(=O)NC(CCC(=O)O)C(=O)O. Drug 2: CN(C(=O)NC(C=O)C(C(C(CO)O)O)O)N=O. Cell line: OVCAR3. Synergy scores: CSS=27.1, Synergy_ZIP=4.60, Synergy_Bliss=4.75, Synergy_Loewe=-21.3, Synergy_HSA=1.90.